Dataset: Catalyst prediction with 721,799 reactions and 888 catalyst types from USPTO. Task: Predict which catalyst facilitates the given reaction. (1) Reactant: [CH3:1][O:2][CH2:3][O:4][CH2:5][CH2:6][C:7]1[CH:12]=[CH:11][C:10](Br)=[CH:9][CH:8]=1.C([Li])CCC.[CH2:19]([N:26]1[CH2:31][CH2:30][C:29](=[O:32])[CH2:28][CH2:27]1)[C:20]1[CH:25]=[CH:24][CH:23]=[CH:22][CH:21]=1.O. Product: [CH2:19]([N:26]1[CH2:31][CH2:30][C:29]([C:10]2[CH:11]=[CH:12][C:7]([CH2:6][CH2:5][O:4][CH2:3][O:2][CH3:1])=[CH:8][CH:9]=2)([OH:32])[CH2:28][CH2:27]1)[C:20]1[CH:21]=[CH:22][CH:23]=[CH:24][CH:25]=1. The catalyst class is: 188. (2) Reactant: [CH2:1]([O:3][P:4]([O-:8])[O:5][CH2:6][CH3:7])[CH3:2].CC(C)([O-])C.[K+].I[C:16]1[CH:22]=[CH:21][CH:20]=[CH:19][C:17]=1[NH2:18]. Product: [CH2:1]([O:3][P:4]([C:16]1[CH:22]=[CH:21][CH:20]=[CH:19][C:17]=1[NH2:18])(=[O:8])[O:5][CH2:6][CH3:7])[CH3:2]. The catalyst class is: 328. (3) Reactant: [NH2:1][C:2]1[C:11]2[N:12]=[C:13]([CH2:31][CH2:32][CH2:33][CH3:34])[N:14]([CH2:15][CH2:16][CH2:17][NH:18][CH2:19][C:20]3[CH:25]=[CH:24][C:23]([CH2:26][C:27]([O:29][CH3:30])=[O:28])=[CH:22][CH:21]=3)[C:10]=2[C:9]2[CH:8]=[CH:7][CH:6]=[CH:5][C:4]=2[N:3]=1.[C:35](Cl)(=[O:37])[CH3:36]. The catalyst class is: 2. Product: [NH2:1][C:2]1[C:11]2[N:12]=[C:13]([CH2:31][CH2:32][CH2:33][CH3:34])[N:14]([CH2:15][CH2:16][CH2:17][N:18]([CH2:19][C:20]3[CH:21]=[CH:22][C:23]([CH2:26][C:27]([O:29][CH3:30])=[O:28])=[CH:24][CH:25]=3)[C:35](=[O:37])[CH3:36])[C:10]=2[C:9]2[CH:8]=[CH:7][CH:6]=[CH:5][C:4]=2[N:3]=1. (4) Product: [C:1]([C:5]1[CH:12]=[CH:11][C:8]([CH2:9][NH:27][CH2:26][CH2:25][C:17]2[CH:18]=[CH:19][C:20]([C:21]([F:22])([F:23])[F:24])=[C:15]([F:14])[CH:16]=2)=[CH:7][CH:6]=1)([CH3:4])([CH3:3])[CH3:2]. The catalyst class is: 5. Reactant: [C:1]([C:5]1[CH:12]=[CH:11][C:8]([CH:9]=O)=[CH:7][CH:6]=1)([CH3:4])([CH3:3])[CH3:2].Cl.[F:14][C:15]1[CH:16]=[C:17]([CH2:25][CH2:26][NH2:27])[CH:18]=[CH:19][C:20]=1[C:21]([F:24])([F:23])[F:22].C(=O)([O-])[O-].[K+].[K+].[BH4-].[Na+].Cl. (5) Reactant: [CH2:1]([NH:8][C:9]1[NH:10][C:11]2[CH:17]=[C:16]([O:18][S:19]([C:22]3[CH:27]=[CH:26][C:25](F)=[CH:24][CH:23]=3)(=[O:21])=[O:20])[CH:15]=[CH:14][C:12]=2[N:13]=1)[C:2]1[CH:7]=[CH:6][CH:5]=[CH:4][CH:3]=1.[CH:29]1([NH2:34])[CH2:33][CH2:32][CH2:31][CH2:30]1. Product: [CH2:1]([NH:8][C:9]1[NH:10][C:11]2[CH:17]=[C:16]([O:18][S:19]([C:22]3[CH:27]=[CH:26][C:25]([NH:34][CH:29]4[CH2:33][CH2:32][CH2:31][CH2:30]4)=[CH:24][CH:23]=3)(=[O:21])=[O:20])[CH:15]=[CH:14][C:12]=2[N:13]=1)[C:2]1[CH:7]=[CH:6][CH:5]=[CH:4][CH:3]=1. The catalyst class is: 60. (6) Reactant: [CH3:1][O:2][C:3]1[CH:4]=[C:5]2[C:10](=[CH:11][C:12]=1[O:13][CH3:14])[C:9]([CH2:15][CH2:16][CH3:17])=[N:8][C:7]([OH:18])=[CH:6]2.Cl.Cl[CH2:21][C:22]1[C:23]([NH:37][CH2:38][CH2:39][NH:40][C:41](=[O:43])[CH3:42])=[N:24][C:25]2[C:30]([CH:31]=1)=[CH:29][C:28]([O:32][CH2:33][CH:34]1[CH2:36][CH2:35]1)=[CH:27][CH:26]=2.[Li+].[OH-]. Product: [CH:34]1([CH2:33][O:32][C:28]2[CH:29]=[C:30]3[C:25](=[CH:26][CH:27]=2)[N:24]=[C:23]([NH:37][CH2:38][CH2:39][NH:40][C:41](=[O:43])[CH3:42])[C:22]([CH2:21][C:6]2[C:5]4[C:10](=[CH:11][C:12]([O:13][CH3:14])=[C:3]([O:2][CH3:1])[CH:4]=4)[C:9]([CH2:15][CH2:16][CH3:17])=[N:8][C:7]=2[OH:18])=[CH:31]3)[CH2:35][CH2:36]1. The catalyst class is: 1. (7) Reactant: N1(O[C:11](=[O:21])[C:12]2[CH:17]=[CH:16][C:15]([NH2:18])=[C:14]([O:19][CH3:20])[CH:13]=2)C2C=CC=CC=2N=N1.CS([N:26]1[CH2:31][CH2:30][CH:29]([NH2:32])[CH2:28][CH2:27]1)(=O)=O.[CH2:33](N(CC)CC)[CH3:34]. Product: [NH2:18][C:15]1[CH:16]=[CH:17][C:12]([C:11]([NH:32][CH:29]2[CH2:30][CH2:31][N:26]([CH2:33][CH3:34])[CH2:27][CH2:28]2)=[O:21])=[CH:13][C:14]=1[O:19][CH3:20]. The catalyst class is: 7. (8) The catalyst class is: 10. Product: [NH2:1][C:2]1[C:11]([F:12])=[C:10]([N:26]2[CH2:27][CH:28]3[CH:24]([C:23]4([NH2:22])[CH:30]([CH2:29]3)[CH2:31]4)[CH2:25]2)[C:9]([F:14])=[C:8]2[C:3]=1[C:4](=[O:21])[C:5]([C:18]([OH:20])=[O:19])=[CH:6][N:7]2[CH:15]1[CH2:17][CH2:16]1. Reactant: [NH2:1][C:2]1[C:11]([F:12])=[C:10](F)[C:9]([F:14])=[C:8]2[C:3]=1[C:4](=[O:21])[C:5]([C:18]([OH:20])=[O:19])=[CH:6][N:7]2[CH:15]1[CH2:17][CH2:16]1.[NH2:22][C:23]12[CH2:31][CH:30]1[CH2:29][CH:28]1[CH:24]2[CH2:25][NH:26][CH2:27]1.C(N(CC)CC)C.